From a dataset of Catalyst prediction with 721,799 reactions and 888 catalyst types from USPTO. Predict which catalyst facilitates the given reaction. (1) The catalyst class is: 7. Reactant: [C:1]1([C:7]2[N:11]=[C:10]([N:12]3[CH2:17][CH2:16][NH:15][CH2:14][CH2:13]3)[S:9][N:8]=2)[CH:6]=[CH:5][CH:4]=[CH:3][CH:2]=1.C(N(CC)CC)C.[C:25]([C:27]1[CH:28]=[C:29]([N:33]=[C:34]=[O:35])[CH:30]=[CH:31][CH:32]=1)#[N:26]. Product: [C:25]([C:27]1[CH:28]=[C:29]([NH:33][C:34]([N:15]2[CH2:16][CH2:17][N:12]([C:10]3[S:9][N:8]=[C:7]([C:1]4[CH:2]=[CH:3][CH:4]=[CH:5][CH:6]=4)[N:11]=3)[CH2:13][CH2:14]2)=[O:35])[CH:30]=[CH:31][CH:32]=1)#[N:26]. (2) Reactant: [F:1][C:2]1[CH:3]=[C:4]([CH:13]([CH3:17])[C:14]([OH:16])=O)[CH:5]=[CH:6][C:7]=1[CH2:8][S:9]([CH3:12])(=[O:11])=[O:10].[C:18]([C:22]1[CH:26]=[C:25]([CH2:27][NH2:28])[N:24]([C:29]2[CH:34]=[CH:33][CH:32]=[C:31]([Cl:35])[CH:30]=2)[N:23]=1)([CH3:21])([CH3:20])[CH3:19].F[B-](F)(F)F.N1(OC(N(C)C)=[N+](C)C)C2C=CC=CC=2N=N1.ON1C2C=CC=CC=2N=N1.C(N(C(C)C)C(C)C)C. Product: [C:18]([C:22]1[CH:26]=[C:25]([CH2:27][NH:28][C:14](=[O:16])[CH:13]([C:4]2[CH:5]=[CH:6][C:7]([CH2:8][S:9]([CH3:12])(=[O:10])=[O:11])=[C:2]([F:1])[CH:3]=2)[CH3:17])[N:24]([C:29]2[CH:34]=[CH:33][CH:32]=[C:31]([Cl:35])[CH:30]=2)[N:23]=1)([CH3:21])([CH3:19])[CH3:20]. The catalyst class is: 1. (3) Reactant: [Br:1][C:2]1[C:3]([F:22])=[CH:4][C:5]([F:21])=[C:6]([O:8]C(=O)[O:8][C:6]2[CH:7]=[C:2]([Br:1])[C:3]([F:22])=[CH:4][C:5]=2[F:21])[CH:7]=1.[OH-].[Na+].CCOC(C)=O.CCCCCC. Product: [Br:1][C:2]1[C:3]([F:22])=[CH:4][C:5]([F:21])=[C:6]([OH:8])[CH:7]=1. The catalyst class is: 459.